This data is from Catalyst prediction with 721,799 reactions and 888 catalyst types from USPTO. The task is: Predict which catalyst facilitates the given reaction. Reactant: [CH3:1][N:2]([CH3:21])[CH2:3][CH2:4][CH2:5][C:6]1[CH:10]=[C:9]([C:11]2[CH:16]=[CH:15][C:14]([O:17][CH3:18])=[CH:13][CH:12]=2)[NH:8][C:7]=1[CH:19]=[O:20].[I:22][CH3:23]. Product: [I-:22].[CH:19]([C:7]1[NH:8][C:9]([C:11]2[CH:16]=[CH:15][C:14]([O:17][CH3:18])=[CH:13][CH:12]=2)=[CH:10][C:6]=1[CH2:5][CH2:4][CH2:3][N+:2]([CH3:23])([CH3:1])[CH3:21])=[O:20]. The catalyst class is: 4.